This data is from Full USPTO retrosynthesis dataset with 1.9M reactions from patents (1976-2016). The task is: Predict the reactants needed to synthesize the given product. (1) Given the product [CH:1]1([NH:5][C:6]2[C:7]3[CH:31]=[CH:30][NH:29][C:8]=3[N:9]=[C:10]([NH:12][C:13]3[CH:18]=[CH:17][C:16]([N:35]([CH3:36])[C:34](=[O:44])[O:33][CH3:32])=[CH:15][CH:14]=3)[N:11]=2)[CH2:4][CH2:3][CH2:2]1, predict the reactants needed to synthesize it. The reactants are: [CH:1]1([NH:5][C:6]2[C:7]3[CH:31]=[CH:30][NH:29][C:8]=3[N:9]=[C:10]([NH:12][C:13]3[CH:18]=[CH:17][C:16](S(N4CCC(O)CC4)(=O)=O)=[CH:15][CH:14]=3)[N:11]=2)[CH2:4][CH2:3][CH2:2]1.[CH3:32][O:33][C:34](=[O:44])[N:35](C1C=CC(N)=CC=1)[CH3:36].ClC1N=C(NC2CC2)C2C=CNC=2N=1. (2) Given the product [CH3:1][O:2][C:3]1[CH:4]=[C:5]2[C:10](=[CH:11][C:12]=1[O:13][CH3:14])[N:9]=[CH:8][CH:7]=[C:6]2[O:15][C:16]1[CH:22]=[CH:21][C:19]([NH:20][C:40](=[O:42])[O:56][CH:54]([C:53]2[CH:57]=[CH:58][CH:59]=[CH:60][C:52]=2[Cl:51])[CH3:55])=[C:18]([CH3:23])[C:17]=1[CH3:24], predict the reactants needed to synthesize it. The reactants are: [CH3:1][O:2][C:3]1[CH:4]=[C:5]2[C:10](=[CH:11][C:12]=1[O:13][CH3:14])[N:9]=[CH:8][CH:7]=[C:6]2[O:15][C:16]1[CH:22]=[CH:21][C:19]([NH2:20])=[C:18]([CH3:23])[C:17]=1[CH3:24].C1(C)C=CC=CC=1.C(N(CC)CC)C.Cl[C:40](Cl)([O:42]C(=O)OC(Cl)(Cl)Cl)Cl.[Cl:51][C:52]1[CH:60]=[CH:59][CH:58]=[CH:57][C:53]=1[CH:54]([OH:56])[CH3:55]. (3) The reactants are: [CH3:1][N:2]1[C:7](=[O:8])[CH:6]=[CH:5][C:4]([C:9]2[CH:19]=[CH:18][C:12]3[CH2:13][CH2:14][NH:15][CH2:16][CH2:17][C:11]=3[CH:10]=2)=[N:3]1.C(O)(=O)C.[C:24]1(=O)[CH2:27][CH2:26][CH2:25]1.C(O[BH-](OC(=O)C)OC(=O)C)(=O)C.[Na+]. Given the product [CH:24]1([N:15]2[CH2:16][CH2:17][C:11]3[CH:10]=[C:9]([C:4]4[CH:5]=[CH:6][C:7](=[O:8])[N:2]([CH3:1])[N:3]=4)[CH:19]=[CH:18][C:12]=3[CH2:13][CH2:14]2)[CH2:27][CH2:26][CH2:25]1, predict the reactants needed to synthesize it. (4) Given the product [NH2:16][C:4]1[N:3]=[C:2]([NH:17][C:18]2[CH:19]=[CH:20][C:21]([CH2:24][CH2:25][CH2:26][CH2:27][OH:28])=[CH:22][CH:23]=2)[CH:7]=[C:6]([C:8]2[CH:13]=[C:12]([Br:14])[CH:11]=[CH:10][C:9]=2[CH3:15])[N:5]=1, predict the reactants needed to synthesize it. The reactants are: Cl[C:2]1[CH:7]=[C:6]([C:8]2[CH:13]=[C:12]([Br:14])[CH:11]=[CH:10][C:9]=2[CH3:15])[N:5]=[C:4]([NH2:16])[N:3]=1.[NH2:17][C:18]1[CH:23]=[CH:22][C:21]([CH2:24][CH2:25][CH2:26][CH2:27][OH:28])=[CH:20][CH:19]=1.